From a dataset of Catalyst prediction with 721,799 reactions and 888 catalyst types from USPTO. Predict which catalyst facilitates the given reaction. (1) Reactant: [CH3:1][C:2]1([CH3:22])[CH:6]([C:7]2[CH:12]=[CH:11][C:10]([CH3:13])=[CH:9][CH:8]=2)[C:5]2[C:14]([CH3:21])=[C:15]([NH2:20])[C:16]([CH3:19])=[C:17]([CH3:18])[C:4]=2[O:3]1.[O:23]1[C:27]2[CH:28]=[CH:29][C:30]([C:32](Cl)=[O:33])=[CH:31][C:26]=2[O:25][CH2:24]1. Product: [CH3:1][C:2]1([CH3:22])[CH:6]([C:7]2[CH:8]=[CH:9][C:10]([CH3:13])=[CH:11][CH:12]=2)[C:5]2[C:14]([CH3:21])=[C:15]([NH:20][C:32]([C:30]3[CH:29]=[CH:28][C:27]4[O:23][CH2:24][O:25][C:26]=4[CH:31]=3)=[O:33])[C:16]([CH3:19])=[C:17]([CH3:18])[C:4]=2[O:3]1. The catalyst class is: 175. (2) Reactant: [F:1][C:2]([F:17])([F:16])[C:3]1[CH:4]=[C:5]([CH:9]=[C:10]([C:12]([F:15])([F:14])[F:13])[CH:11]=1)[C:6]([OH:8])=O.[NH:18]1[CH2:23][CH2:22][CH2:21][CH:20]([CH2:24][OH:25])[CH2:19]1.Cl.CN(C)CCCN=C=NCC.O.ON1C2C=CC=CC=2N=N1.C(N(CC)C(C)C)(C)C. Product: [F:16][C:2]([F:1])([F:17])[C:3]1[CH:4]=[C:5]([C:6]([N:18]2[CH2:23][CH2:22][CH2:21][CH:20]([CH2:24][OH:25])[CH2:19]2)=[O:8])[CH:9]=[C:10]([C:12]([F:15])([F:14])[F:13])[CH:11]=1. The catalyst class is: 54. (3) Reactant: [F:1][C:2]1[CH:10]=[CH:9][C:8]2[NH:7][C:6]3[CH:11]4[CH2:17][CH2:16][N:14]([CH2:15][C:5]=3[C:4]=2[CH:3]=1)[CH2:13][CH2:12]4.Br[C:19]1[CH:20]=[CH:21][C:22]2[N:23]([CH:29]=1)[C:24](=[O:28])[CH:25]=[CH:26][N:27]=2.[O-]P([O-])([O-])=O.[K+].[K+].[K+]. Product: [F:1][C:2]1[CH:10]=[CH:9][C:8]2[N:7]([C:19]3[CH:20]=[CH:21][C:22]4[N:23]([CH:29]=3)[C:24](=[O:28])[CH:25]=[CH:26][N:27]=4)[C:6]3[CH:11]4[CH2:12][CH2:13][N:14]([CH2:15][C:5]=3[C:4]=2[CH:3]=1)[CH2:16][CH2:17]4. The catalyst class is: 509. (4) Reactant: O/N=[C:3](/[C:20]1[CH:25]=[CH:24][CH:23]=[C:22]([O:26][CH3:27])[CH:21]=1)\[CH2:4][O:5][C:6]1[CH:19]=[CH:18][C:9]([CH2:10][CH:11]2[S:15][C:14](=[O:16])[NH:13][C:12]2=[O:17])=[CH:8][CH:7]=1.[OH-:28].[Na+].CO.C(Cl)Cl. Product: [CH3:27][O:26][C:22]1[CH:21]=[C:20]([C:3](=[O:28])[CH2:4][O:5][C:6]2[CH:19]=[CH:18][C:9]([CH2:10][CH:11]3[S:15][C:14](=[O:16])[NH:13][C:12]3=[O:17])=[CH:8][CH:7]=2)[CH:25]=[CH:24][CH:23]=1. The catalyst class is: 295. (5) Reactant: [F:1][C:2]([F:13])([F:12])[CH2:3][NH:4][C:5](=[O:11])[O:6][C:7]([CH3:10])([CH3:9])[CH3:8].CN(C)C=O.[H-].[Na+].[CH:21]([C:25]1[C:26]([Cl:34])=[N:27][C:28]([S:32][CH3:33])=[N:29][C:30]=1Cl)([CH2:23][CH3:24])[CH3:22]. Product: [CH:21]([C:25]1[C:30]([N:4]([CH2:3][C:2]([F:12])([F:13])[F:1])[C:5](=[O:11])[O:6][C:7]([CH3:8])([CH3:9])[CH3:10])=[N:29][C:28]([S:32][CH3:33])=[N:27][C:26]=1[Cl:34])([CH2:23][CH3:24])[CH3:22]. The catalyst class is: 6. (6) Reactant: [CH3:1][C:2]1[C:6]([C:7]2[C:16]3[C:11](=[CH:12][CH:13]=[CH:14][CH:15]=3)[CH:10]=[CH:9][CH:8]=2)=[C:5]([S:17][CH2:18][C:19]([O:21]CC)=[O:20])[S:4][N:3]=1.[OH-].[Na+]. Product: [CH3:1][C:2]1[C:6]([C:7]2[C:16]3[C:11](=[CH:12][CH:13]=[CH:14][CH:15]=3)[CH:10]=[CH:9][CH:8]=2)=[C:5]([S:17][CH2:18][C:19]([OH:21])=[O:20])[S:4][N:3]=1. The catalyst class is: 5.